This data is from NCI-60 drug combinations with 297,098 pairs across 59 cell lines. The task is: Regression. Given two drug SMILES strings and cell line genomic features, predict the synergy score measuring deviation from expected non-interaction effect. (1) Drug 1: CCC1(CC2CC(C3=C(CCN(C2)C1)C4=CC=CC=C4N3)(C5=C(C=C6C(=C5)C78CCN9C7C(C=CC9)(C(C(C8N6C)(C(=O)OC)O)OC(=O)C)CC)OC)C(=O)OC)O.OS(=O)(=O)O. Drug 2: C(CCl)NC(=O)N(CCCl)N=O. Cell line: NCI-H322M. Synergy scores: CSS=-3.54, Synergy_ZIP=1.66, Synergy_Bliss=2.15, Synergy_Loewe=-0.506, Synergy_HSA=-1.11. (2) Drug 1: C1=CC(=CC=C1CCC2=CNC3=C2C(=O)NC(=N3)N)C(=O)NC(CCC(=O)O)C(=O)O. Drug 2: CN1C(=O)N2C=NC(=C2N=N1)C(=O)N. Cell line: PC-3. Synergy scores: CSS=46.3, Synergy_ZIP=2.67, Synergy_Bliss=1.13, Synergy_Loewe=-18.8, Synergy_HSA=0.870.